This data is from Reaction yield outcomes from USPTO patents with 853,638 reactions. The task is: Predict the reaction yield, written as a fraction of the theoretical maximum amount of product (1.0 means a 100% yield; for example, 0.34 means a 34% yield). (1) The reactants are Cl.[O:2]1[C:6]2[CH2:7][CH2:8][NH:9][CH2:10][CH2:11][C:5]=2[CH:4]=[CH:3]1.C([O-])(O)=O.[Na+].[C:17](O[C:17]([O:19][C:20]([CH3:23])([CH3:22])[CH3:21])=[O:18])([O:19][C:20]([CH3:23])([CH3:22])[CH3:21])=[O:18]. The catalyst is CC(C)=O.O. The product is [C:20]([O:19][C:17]([N:9]1[CH2:10][CH2:11][C:5]2[CH:4]=[CH:3][O:2][C:6]=2[CH2:7][CH2:8]1)=[O:18])([CH3:23])([CH3:22])[CH3:21]. The yield is 0.940. (2) The reactants are [OH:1][CH2:2][CH2:3][CH2:4][N:5]1[CH:9]=[C:8]([C:10]2[CH:11]=[CH:12][C:13]([NH:21][C:22]3[C:27]([C:28]([F:31])([F:30])[F:29])=[CH:26][N:25]=[C:24]([NH:32][C:33]4[CH:47]=[CH:46][C:36]([CH2:37][P:38](=[O:45])([O:42][CH2:43][CH3:44])[O:39][CH2:40][CH3:41])=[CH:35][C:34]=4OC)[N:23]=3)=[C:14]3[C:18]=2C[N:16]([CH3:19])[C:15]3=[O:20])[CH:7]=[N:6]1.N[C:51]1C=CC(C2C=NN(CCCO)C=2)=CC=1C(NCC)=O. No catalyst specified. The product is [CH2:19]([NH:16][C:15]([C:14]1[CH:18]=[C:10]([C:8]2[CH:7]=[N:6][N:5]([CH2:4][CH2:3][CH2:2][OH:1])[CH:9]=2)[CH:11]=[CH:12][C:13]=1[NH:21][C:22]1[C:27]([C:28]([F:29])([F:30])[F:31])=[CH:26][N:25]=[C:24]([NH:32][C:33]2[CH:34]=[CH:35][C:36]([CH2:37][P:38](=[O:45])([O:39][CH2:40][CH3:41])[O:42][CH2:43][CH3:44])=[CH:46][CH:47]=2)[N:23]=1)=[O:20])[CH3:51]. The yield is 0.810. (3) The yield is 0.850. The product is [CH2:15]([O:8][C:7]([C:5]1[S:6][C:2]([CH3:1])=[CH:3][CH:4]=1)=[O:9])[CH3:16]. No catalyst specified. The reactants are [CH3:1][C:2]1[S:6][C:5]([C:7]([OH:9])=[O:8])=[CH:4][CH:3]=1.OS(O)(=O)=O.[CH3:15][CH2:16]O. (4) The reactants are [Br:1][C:2]1[CH:7]=[CH:6][C:5]([CH2:8][C:9](Cl)=[O:10])=[C:4]([F:12])[CH:3]=1.[OH-].[NH4+:14]. The catalyst is C1COCC1. The product is [Br:1][C:2]1[CH:7]=[CH:6][C:5]([CH2:8][C:9]([NH2:14])=[O:10])=[C:4]([F:12])[CH:3]=1. The yield is 0.639. (5) The reactants are [F:1][C:2]([F:34])([F:33])[C:3]1[CH:4]=[C:5]([C@H:13]([O:15][C@@H:16]2[C@@H:23]([C:24]3[CH:29]=[CH:28][C:27]([F:30])=[CH:26][CH:25]=3)[CH:22]3[N:18]([C:19](=[O:32])[C:20](=[O:31])[CH2:21]3)[CH2:17]2)[CH3:14])[CH:6]=[C:7]([C:9]([F:12])([F:11])[F:10])[CH:8]=1.[CH3:35][Mg]Br. The catalyst is C1(C)C=CC=CC=1.C1COCC1. The product is [F:10][C:9]([F:11])([F:12])[C:7]1[CH:6]=[C:5]([C@H:13]([O:15][C@@H:16]2[C@@H:23]([C:24]3[CH:29]=[CH:28][C:27]([F:30])=[CH:26][CH:25]=3)[C@H:22]3[N:18]([C:19](=[O:32])[C:20]([OH:31])([CH3:35])[CH2:21]3)[CH2:17]2)[CH3:14])[CH:4]=[C:3]([C:2]([F:1])([F:33])[F:34])[CH:8]=1. The yield is 0.420. (6) The reactants are Cl[C:2]1[N:7]=[C:6]([O:8][C@@H:9]([C@H:11]2[CH2:15][NH:14][C:13](=[O:16])[CH2:12]2)[CH3:10])[C:5]2=[CH:17][N:18]([CH3:20])[N:19]=[C:4]2[CH:3]=1.[CH:21]1([C:24]2[CH:29]=[CH:28][C:27](B3OC(C)(C)C(C)(C)O3)=[CH:26][N:25]=2)[CH2:23][CH2:22]1.C(=O)([O-])[O-].[Na+].[Na+]. The catalyst is CC(N(C)C)=O. The product is [CH:21]1([C:24]2[N:25]=[CH:26][C:27]([C:2]3[N:7]=[C:6]([O:8][C@@H:9]([C@H:11]4[CH2:15][NH:14][C:13](=[O:16])[CH2:12]4)[CH3:10])[C:5]4=[CH:17][N:18]([CH3:20])[N:19]=[C:4]4[CH:3]=3)=[CH:28][CH:29]=2)[CH2:23][CH2:22]1. The yield is 0.370. (7) The reactants are [CH3:1][NH:2][CH3:3].[CH2:4]=[O:5].S1C2[CH:12]=[C:11]([C:14]([O:16][CH3:17])=O)[NH:10][C:9]=2[CH:8]=[CH:7]1.[OH-:18].[Na+].[C:20](O)(=O)C. No catalyst specified. The product is [CH3:1][N:2]([CH2:20][C:7]1[O:5][C:4]2[CH:12]=[C:11]([C:14]([O:16][CH3:17])=[O:18])[NH:10][C:9]=2[CH:8]=1)[CH3:3]. The yield is 0.360.